From a dataset of Full USPTO retrosynthesis dataset with 1.9M reactions from patents (1976-2016). Predict the reactants needed to synthesize the given product. (1) The reactants are: [Cl:1][C:2]1[CH:3]=[CH:4][C:5]([CH3:11])=[C:6]([N:8]=[C:9]=[S:10])[CH:7]=1.Cl.CN.[CH2:15]([N:17](CC)CC)C. Given the product [Cl:1][C:2]1[CH:3]=[CH:4][C:5]([CH3:11])=[C:6]([NH:8][C:9]([NH:17][CH3:15])=[S:10])[CH:7]=1, predict the reactants needed to synthesize it. (2) Given the product [C:1]1([CH2:7][CH2:8][C:9]([Cl:14])=[O:11])[CH:6]=[CH:5][CH:4]=[CH:3][CH:2]=1, predict the reactants needed to synthesize it. The reactants are: [C:1]1([CH2:7][CH2:8][C:9]([OH:11])=O)[CH:6]=[CH:5][CH:4]=[CH:3][CH:2]=1.S(Cl)([Cl:14])=O.[Cl-].[Ca+2].[Cl-].